Dataset: Peptide-MHC class II binding affinity with 134,281 pairs from IEDB. Task: Regression. Given a peptide amino acid sequence and an MHC pseudo amino acid sequence, predict their binding affinity value. This is MHC class II binding data. (1) The peptide sequence is EQKLIEKINAGFKAALAAAA. The MHC is DRB1_0802 with pseudo-sequence DRB1_0802. The binding affinity (normalized) is 0.885. (2) The peptide sequence is IKRIHEYKRQLMNIL. The MHC is DRB3_0202 with pseudo-sequence DRB3_0202. The binding affinity (normalized) is 0.331. (3) The peptide sequence is ITDTTIGTGDDCISI. The MHC is DRB1_0301 with pseudo-sequence DRB1_0301. The binding affinity (normalized) is 0.0938. (4) The peptide sequence is EIDTDGDGFIDFNEF. The MHC is HLA-DQA10301-DQB10302 with pseudo-sequence HLA-DQA10301-DQB10302. The binding affinity (normalized) is 0.590. (5) The peptide sequence is DKLKQQRDTLSTQKET. The MHC is DRB1_0701 with pseudo-sequence DRB1_0701. The binding affinity (normalized) is 0.0524. (6) The peptide sequence is GLSGEPKGGAESSSK. The MHC is DRB3_0101 with pseudo-sequence DRB3_0101. The binding affinity (normalized) is 0.0719. (7) The peptide sequence is YARFQRQTTLKAAA. The MHC is HLA-DQA10301-DQB10302 with pseudo-sequence HLA-DQA10301-DQB10302. The binding affinity (normalized) is 0. (8) The peptide sequence is AAGTEISLDLLDPIY. The MHC is HLA-DQA10501-DQB10301 with pseudo-sequence HLA-DQA10501-DQB10301. The binding affinity (normalized) is 0.220.